This data is from Full USPTO retrosynthesis dataset with 1.9M reactions from patents (1976-2016). The task is: Predict the reactants needed to synthesize the given product. (1) Given the product [Br:3][C:4]1[CH:5]=[C:6]([O:1][CH3:13])[C:7]([I:11])=[C:8]([Cl:10])[CH:9]=1, predict the reactants needed to synthesize it. The reactants are: [OH-:1].[K+].[Br:3][C:4]1[CH:5]=[C:6](F)[C:7]([I:11])=[C:8]([Cl:10])[CH:9]=1.[CH3:13]O. (2) Given the product [N:1]1([CH2:10][CH2:11][OH:12])[C:5]2[CH:6]=[CH:7][CH:8]=[CH:9][C:4]=2[N:3]=[CH:2]1, predict the reactants needed to synthesize it. The reactants are: [N:1]1[C:5]2[CH:6]=[CH:7][CH:8]=[CH:9][C:4]=2[NH:3][CH:2]=1.[CH2:10]1[O:12][CH2:11]1. (3) Given the product [Cl:1][C:2]1[CH:8]=[C:7]([O:9][C:10]2[C:19]3[C:14](=[CH:15][C:16]([O:22][CH3:23])=[C:17]([O:20][CH3:21])[CH:18]=3)[N:13]=[CH:12][N:11]=2)[CH:6]=[CH:5][C:3]=1[NH:4][C:28](=[O:34])[N:38]([CH3:39])[CH3:37], predict the reactants needed to synthesize it. The reactants are: [Cl:1][C:2]1[CH:8]=[C:7]([O:9][C:10]2[C:19]3[C:14](=[CH:15][C:16]([O:22][CH3:23])=[C:17]([O:20][CH3:21])[CH:18]=3)[N:13]=[CH:12][N:11]=2)[CH:6]=[CH:5][C:3]=1[NH2:4].ClC(Cl)(O[C:28](=[O:34])OC(Cl)(Cl)Cl)Cl.Cl.[CH3:37][NH:38][CH3:39].CO. (4) Given the product [Br:1][C:2]1[C:3](=[O:8])[N:4]([CH3:11])[CH:5]=[CH:6][CH:7]=1, predict the reactants needed to synthesize it. The reactants are: [Br:1][C:2]1[C:3]([OH:8])=[N:4][CH:5]=[CH:6][CH:7]=1.IC.[C:11](=O)([O-])[O-].[K+].[K+].O.